This data is from Peptide-MHC class I binding affinity with 185,985 pairs from IEDB/IMGT. The task is: Regression. Given a peptide amino acid sequence and an MHC pseudo amino acid sequence, predict their binding affinity value. This is MHC class I binding data. (1) The peptide sequence is RPGLCQVFA. The MHC is Patr-A0701 with pseudo-sequence Patr-A0701. The binding affinity (normalized) is 0.0178. (2) The peptide sequence is YLGMFNPYSL. The MHC is Mamu-A02 with pseudo-sequence Mamu-A02. The binding affinity (normalized) is 0.281. (3) The peptide sequence is RRRPVTRPL. The MHC is HLA-B57:01 with pseudo-sequence HLA-B57:01. The binding affinity (normalized) is 0.0847. (4) The binding affinity (normalized) is 0.569. The peptide sequence is ENMEVEIWTR. The MHC is HLA-A33:01 with pseudo-sequence HLA-A33:01. (5) The peptide sequence is SIYVILKDPR. The MHC is HLA-A31:01 with pseudo-sequence HLA-A31:01. The binding affinity (normalized) is 0.584. (6) The peptide sequence is LLKNMKQCT. The MHC is HLA-A02:01 with pseudo-sequence HLA-A02:01. The binding affinity (normalized) is 0. (7) The peptide sequence is GTFEFTSFFY. The MHC is HLA-A68:01 with pseudo-sequence HLA-A68:01. The binding affinity (normalized) is 0.574. (8) The peptide sequence is AYMLFTKFFY. The MHC is HLA-A29:02 with pseudo-sequence HLA-A29:02. The binding affinity (normalized) is 1.00. (9) The peptide sequence is ASCDAIMTR. The MHC is HLA-A31:01 with pseudo-sequence HLA-A31:01. The binding affinity (normalized) is 0.594. (10) The peptide sequence is YMYDFKDL. The MHC is HLA-A68:02 with pseudo-sequence HLA-A68:02. The binding affinity (normalized) is 0.